Dataset: Full USPTO retrosynthesis dataset with 1.9M reactions from patents (1976-2016). Task: Predict the reactants needed to synthesize the given product. (1) Given the product [Cl:1][C:2]1[CH:31]=[C:30]([Cl:32])[CH:29]=[CH:28][C:3]=1[O:4][C:5]1[CH:10]=[CH:9][CH:8]=[CH:7][C:6]=1[NH:11][S:12]([C:15]1[CH:16]=[CH:17][C:18]([C:19]([NH:21][CH2:22][C:23](=[O:25])[NH:41][CH2:40][CH2:39][CH2:38][N:33]2[CH:37]=[CH:36][N:35]=[CH:34]2)=[O:20])=[CH:26][CH:27]=1)(=[O:14])=[O:13], predict the reactants needed to synthesize it. The reactants are: [Cl:1][C:2]1[CH:31]=[C:30]([Cl:32])[CH:29]=[CH:28][C:3]=1[O:4][C:5]1[CH:10]=[CH:9][CH:8]=[CH:7][C:6]=1[NH:11][S:12]([C:15]1[CH:27]=[CH:26][C:18]([C:19]([NH:21][CH2:22][C:23]([OH:25])=O)=[O:20])=[CH:17][CH:16]=1)(=[O:14])=[O:13].[N:33]1([CH2:38][CH2:39][CH2:40][NH2:41])[CH:37]=[CH:36][N:35]=[CH:34]1. (2) Given the product [I:40][C:41]1[CH:49]=[CH:48][C:44]([C:45]2[N:12]([CH2:13][CH2:14][CH:15]3[CH2:20][CH2:19][N:18]([C:21]([O:23][C:24]([CH3:25])([CH3:26])[CH3:27])=[O:22])[CH2:17][CH2:16]3)[C:11]3[C:10]4[CH:9]=[C:8]([CH3:28])[CH:7]=[CH:6][C:5]=4[N:4]=[C:3]([C:29]([F:32])([F:31])[F:30])[C:2]=3[N:1]=2)=[CH:43][CH:42]=1, predict the reactants needed to synthesize it. The reactants are: [NH2:1][C:2]1[C:3]([C:29]([F:32])([F:31])[F:30])=[N:4][C:5]2[C:10]([C:11]=1[NH:12][CH2:13][CH2:14][CH:15]1[CH2:20][CH2:19][N:18]([C:21]([O:23][C:24]([CH3:27])([CH3:26])[CH3:25])=[O:22])[CH2:17][CH2:16]1)=[CH:9][C:8]([CH3:28])=[CH:7][CH:6]=2.C(N(CC)CC)C.[I:40][C:41]1[CH:49]=[CH:48][C:44]([C:45](Cl)=O)=[CH:43][CH:42]=1.